Dataset: Forward reaction prediction with 1.9M reactions from USPTO patents (1976-2016). Task: Predict the product of the given reaction. (1) Given the reactants CO[CH2:3][N:4]([CH2:10][C:11]1[CH:16]=[CH:15][CH:14]=[CH:13][CH:12]=1)[CH2:5][Si](C)(C)C.C([O:19][C:20](=[O:31])[C:21]#[C:22][C:23]1[CH:28]=[CH:27][C:26]([Cl:29])=[C:25]([Cl:30])[CH:24]=1)C.FC(F)(F)C(O)=O.[OH-].[Na+], predict the reaction product. The product is: [CH2:10]([N:4]1[CH2:3][C:22]([C:23]2[CH:28]=[CH:27][C:26]([Cl:29])=[C:25]([Cl:30])[CH:24]=2)=[C:21]([C:20]([OH:31])=[O:19])[CH2:5]1)[C:11]1[CH:12]=[CH:13][CH:14]=[CH:15][CH:16]=1. (2) Given the reactants [F:1][C:2]1[C:3](=[O:12])[N:4]([CH3:11])[CH:5]=[C:6]([N+:8]([O-])=O)[CH:7]=1, predict the reaction product. The product is: [NH2:8][C:6]1[CH:7]=[C:2]([F:1])[C:3](=[O:12])[N:4]([CH3:11])[CH:5]=1. (3) Given the reactants [F:1][C:2]1[C:3]([CH3:12])=[CH:4][C:5]2[S:9][C:8]([NH2:10])=[N:7][C:6]=2[CH:11]=1.[Br:13]Br.[OH-].[NH4+], predict the reaction product. The product is: [Br:13][C:11]1[C:6]2[N:7]=[C:8]([NH2:10])[S:9][C:5]=2[CH:4]=[C:3]([CH3:12])[C:2]=1[F:1]. (4) Given the reactants [OH:1][CH2:2][C:3]1[CH:4]=[C:5]([CH:16]=[CH:17][C:18]=1[O:19][CH3:20])[CH2:6][CH:7]([C:12]([O:14][CH3:15])=[O:13])[C:8]([O:10][CH3:11])=[O:9].[Cl:21][C:22]1[CH:27]=[CH:26][CH:25]=[CH:24][C:23]=1[N:28]=[C:29]=[O:30], predict the reaction product. The product is: [Cl:21][C:22]1[CH:27]=[CH:26][CH:25]=[CH:24][C:23]=1[NH:28][C:29]([O:1][CH2:2][C:3]1[CH:4]=[C:5]([CH:16]=[CH:17][C:18]=1[O:19][CH3:20])[CH2:6][CH:7]([C:8]([O:10][CH3:11])=[O:9])[C:12]([O:14][CH3:15])=[O:13])=[O:30]. (5) Given the reactants C(OC([N:8]1[CH2:13][CH2:12][CH:11]([NH:14][C:15]([C:17]2[C:21]3[CH:22]=[N:23][C:24]([NH2:38])=[C:25]([O:26][C@@H:27]([C:29]4[C:34]([Cl:35])=[CH:33][CH:32]=[C:31]([F:36])[C:30]=4[Cl:37])[CH3:28])[C:20]=3[O:19][CH:18]=2)=[O:16])[CH2:10][CH2:9]1)=O)(C)(C)C.Cl, predict the reaction product. The product is: [NH:8]1[CH2:13][CH2:12][CH:11]([NH:14][C:15]([C:17]2[C:21]3[CH:22]=[N:23][C:24]([NH2:38])=[C:25]([O:26][C@@H:27]([C:29]4[C:34]([Cl:35])=[CH:33][CH:32]=[C:31]([F:36])[C:30]=4[Cl:37])[CH3:28])[C:20]=3[O:19][CH:18]=2)=[O:16])[CH2:10][CH2:9]1.